Dataset: Catalyst prediction with 721,799 reactions and 888 catalyst types from USPTO. Task: Predict which catalyst facilitates the given reaction. (1) Reactant: [Br-].C1(P(C2C=CC=CC=2)C2C=CC=CC=2)C=CC=CC=1.C(Cl)Cl.[CH3:24][C:25]1[CH:26]=[CH:27][CH:28]=[C:29]2[C:34]=1[N:33]=[C:32]([C:35]1[S:36][CH:37]=[CH:38][CH:39]=1)[CH:31]=[C:30]2[C:40]([OH:42])=O.[NH2:43][C:44]1[O:45][C:46]([C:49]2[O:50][CH:51]=[CH:52][CH:53]=2)=[N:47][N:48]=1. Product: [O:50]1[CH:51]=[CH:52][CH:53]=[C:49]1[C:46]1[O:45][C:44]([NH:43][C:40]([C:30]2[C:29]3[C:34](=[C:25]([CH3:24])[CH:26]=[CH:27][CH:28]=3)[N:33]=[C:32]([C:35]3[S:36][CH:37]=[CH:38][CH:39]=3)[CH:31]=2)=[O:42])=[N:48][N:47]=1. The catalyst class is: 17. (2) The catalyst class is: 1. Reactant: O[CH2:2][C:3]([C:5]1[CH:10]=[CH:9][CH:8]=[CH:7][CH:6]=1)=[O:4].[CH3:11][C:12]1[CH:13]=[C:14]([CH:18]=O)O[C:16]=1[CH3:17].O(C)[Na]. Product: [C:12]1([CH:11]=[CH:2][C:3]([C:5]2[CH:10]=[CH:9][CH:8]=[CH:7][CH:6]=2)=[O:4])[CH:13]=[CH:14][CH:18]=[CH:17][CH:16]=1. (3) Reactant: CN(C(ON1N=NC2C=CC=NC1=2)=[N+](C)C)C.F[P-](F)(F)(F)(F)F.[CH2:25]([O:32][C:33]([NH:35][C@@H:36]([CH2:40][C:41]1[C:49]2[C:44](=[CH:45][CH:46]=[CH:47][CH:48]=2)[N:43]([C:50]([O:52][C:53]([CH3:56])([CH3:55])[CH3:54])=[O:51])[CH:42]=1)[C:37]([OH:39])=O)=[O:34])[C:26]1[CH:31]=[CH:30][CH:29]=[CH:28][CH:27]=1.Cl.[NH2:58][C@@H:59]([CH2:64][CH2:65][CH2:66][CH3:67])[C:60]([O:62][CH3:63])=[O:61].CCN(C(C)C)C(C)C. Product: [CH2:25]([O:32][C:33]([NH:35][C@H:36]([C:37]([NH:58][C@@H:59]([CH2:64][CH2:65][CH2:66][CH3:67])[C:60]([O:62][CH3:63])=[O:61])=[O:39])[CH2:40][C:41]1[C:49]2[C:44](=[CH:45][CH:46]=[CH:47][CH:48]=2)[N:43]([C:50]([O:52][C:53]([CH3:55])([CH3:56])[CH3:54])=[O:51])[CH:42]=1)=[O:34])[C:26]1[CH:27]=[CH:28][CH:29]=[CH:30][CH:31]=1. The catalyst class is: 59. (4) Reactant: [CH2:1]([N:3]1[C:12]2[C:7](=[CH:8][C:9]3[O:15][CH2:14][O:13][C:10]=3[CH:11]=2)[C:6](=[O:16])[C:5]([C:17]([OH:19])=[O:18])=[N:4]1)[CH3:2].[N+:20]([O-])([O-:22])=[O:21].[K+]. The catalyst class is: 65. Product: [CH2:1]([N:3]1[C:12]2[C:7](=[C:8]([N+:20]([O-:22])=[O:21])[C:9]3[O:15][CH2:14][O:13][C:10]=3[CH:11]=2)[C:6](=[O:16])[C:5]([C:17]([OH:19])=[O:18])=[N:4]1)[CH3:2]. (5) The catalyst class is: 4. Product: [CH2:19]([NH:26][C:27]([N:14]1[CH2:15][CH2:16][C:11]2[C:10](=[O:17])[O:9][C:8]([C:4]3[CH:5]=[CH:6][CH:7]=[C:2]([OH:1])[CH:3]=3)([CH3:18])[C:12]=2[CH2:13]1)=[O:28])[C:20]1[CH:25]=[CH:24][CH:23]=[CH:22][CH:21]=1. Reactant: [OH:1][C:2]1[CH:3]=[C:4]([C:8]2([CH3:18])[C:12]3[CH2:13][NH:14][CH2:15][CH2:16][C:11]=3[C:10](=[O:17])[O:9]2)[CH:5]=[CH:6][CH:7]=1.[CH2:19]([N:26]=[C:27]=[O:28])[C:20]1[CH:25]=[CH:24][CH:23]=[CH:22][CH:21]=1. (6) Reactant: [C:1]([CH:4]1[CH2:9][CH2:8][O:7][C:5]1=[O:6])(=O)[CH3:2].[OH-].[Na+].O.[CH:13]1(C=O)[CH2:18][CH2:17]C[CH2:15][CH2:14]1. Product: [CH:2]1([CH:1]=[C:4]2[CH2:9][CH2:8][O:7][C:5]2=[O:6])[CH2:17][CH2:18][CH2:13][CH2:14][CH2:15]1. The catalyst class is: 11. (7) Reactant: [F:1][C:2]1([F:39])[O:6][C:5]2[CH:7]=[CH:8][C:9]([C:11]3([C:14]([NH:16][C@H:17]4[C:26]5[C:21](=[CH:22][C:23]([O:27][CH3:28])=[CH:24][CH:25]=5)[O:20][C@@H:19]([C:29]5[CH:38]=[CH:37][C:32]([C:33]([O:35]C)=[O:34])=[CH:31][CH:30]=5)[CH2:18]4)=[O:15])[CH2:13][CH2:12]3)=[CH:10][C:4]=2[O:3]1.[OH-].[Na+]. Product: [F:39][C:2]1([F:1])[O:6][C:5]2[CH:7]=[CH:8][C:9]([C:11]3([C:14]([NH:16][C@H:17]4[C:26]5[C:21](=[CH:22][C:23]([O:27][CH3:28])=[CH:24][CH:25]=5)[O:20][C@@H:19]([C:29]5[CH:30]=[CH:31][C:32]([C:33]([OH:35])=[O:34])=[CH:37][CH:38]=5)[CH2:18]4)=[O:15])[CH2:12][CH2:13]3)=[CH:10][C:4]=2[O:3]1. The catalyst class is: 199. (8) Reactant: [CH2:1]([N:8]1[C:16]2[C:11](=[N:12][C:13]([Cl:18])=[N:14][C:15]=2Cl)[N:10]=[CH:9]1)[C:2]1[CH:7]=[CH:6][CH:5]=[CH:4][CH:3]=1.[CH:19]1([NH2:25])[CH2:24][CH2:23][CH2:22][CH2:21][CH2:20]1.C(=O)([O-])[O-].[K+].[K+].O. Product: [CH2:1]([N:8]1[C:16]2[C:11](=[N:12][C:13]([Cl:18])=[N:14][C:15]=2[NH:25][CH:19]2[CH2:24][CH2:23][CH2:22][CH2:21][CH2:20]2)[N:10]=[CH:9]1)[C:2]1[CH:7]=[CH:6][CH:5]=[CH:4][CH:3]=1. The catalyst class is: 10. (9) Reactant: [F:1][C:2]([F:16])([F:15])[C:3]1[CH:4]=[C:5]([CH:8]=[C:9]([C:11]([F:14])([F:13])[F:12])[CH:10]=1)[CH2:6]Br.[C:17]([O:21][C:22](=[O:46])[CH2:23][CH2:24][N:25]([C:39]([O:41][C:42]([CH3:45])([CH3:44])[CH3:43])=[O:40])[CH2:26][C:27]([N:29]1[C:37]2[C:32](=[CH:33][C:34]([OH:38])=[CH:35][CH:36]=2)[CH2:31][CH2:30]1)=[O:28])([CH3:20])([CH3:19])[CH3:18].C(=O)([O-])[O-].[K+].[K+]. Product: [C:17]([O:21][C:22](=[O:46])[CH2:23][CH2:24][N:25]([CH2:26][C:27]([N:29]1[C:37]2[C:32](=[CH:33][C:34]([O:38][CH2:6][C:5]3[CH:4]=[C:3]([C:2]([F:16])([F:15])[F:1])[CH:10]=[C:9]([C:11]([F:14])([F:13])[F:12])[CH:8]=3)=[CH:35][CH:36]=2)[CH2:31][CH2:30]1)=[O:28])[C:39]([O:41][C:42]([CH3:45])([CH3:44])[CH3:43])=[O:40])([CH3:18])([CH3:19])[CH3:20]. The catalyst class is: 3.